Dataset: Orexin1 receptor HTS with 218,158 compounds and 233 confirmed actives. Task: Binary Classification. Given a drug SMILES string, predict its activity (active/inactive) in a high-throughput screening assay against a specified biological target. (1) The compound is S(=O)(=O)(c1cc(NC(=O)C23CC(CC2)CC3)c(NCC)cc1)C(F)(F)F. The result is 0 (inactive). (2) The drug is Brc1ccc(C(NC(=O)C=C)NC(=O)C=C)cc1. The result is 0 (inactive). (3) The drug is S(=O)(=O)(N1CCCCC1)c1c(ccc(NC(=O)COC(=O)c2c3CCC(Cc3sc2)C)c1)C. The result is 0 (inactive). (4) The drug is S(c1n(N)c(nn1)c1ccccc1)CC(=O)Nc1ccc(OCC)cc1. The result is 0 (inactive). (5) The result is 0 (inactive). The compound is S(c1nc(nc2c1cccc2)C)CC(=O)NNC(=O)c1ccc(F)cc1. (6) The compound is S(=O)(=O)(N1C(OCC1)CNC(=O)C(=O)NCc1cc2OCOc2cc1)c1ccc(OC)cc1. The result is 0 (inactive). (7) The molecule is s1c(C(=O)N2N=C(CC2c2ccc(OC)cc2)c2ccccc2)ccc1. The result is 0 (inactive). (8) The drug is O=C1N(C(C2C1C(CC=C2)C)c1c(OC)ccc(c1)c1ccc(cc1)C(OC)=O)Cc1ccccc1. The result is 0 (inactive). (9) The drug is S(c1[nH]c2c(c1[N+]([O-])=O)cc(F)cc2)CC(OC)=O. The result is 0 (inactive). (10) The drug is O=C(c1c(n(C2CC2)c(c1)C)C)COc1ccc([N+]([O-])=O)cc1. The result is 0 (inactive).